From a dataset of Forward reaction prediction with 1.9M reactions from USPTO patents (1976-2016). Predict the product of the given reaction. (1) Given the reactants [OH:1][NH:2][C:3]([C:5]1[C:14]2[C:9](=[CH:10][CH:11]=[CH:12][CH:13]=2)[C:8]([O:15][CH3:16])=[CH:7][CH:6]=1)=[NH:4].[C:17]([C:21]1[O:25][N:24]=[C:23]([NH:26][C:27](=[O:38])[NH:28][C:29]2[CH:37]=[CH:36][C:32]([C:33](O)=O)=[CH:31][CH:30]=2)[CH:22]=1)([CH3:20])([CH3:19])[CH3:18], predict the reaction product. The product is: [C:17]([C:21]1[O:25][N:24]=[C:23]([NH:26][C:27]([NH:28][C:29]2[CH:37]=[CH:36][C:32]([C:33]3[O:1][N:2]=[C:3]([C:5]4[C:14]5[C:9](=[CH:10][CH:11]=[CH:12][CH:13]=5)[C:8]([O:15][CH3:16])=[CH:7][CH:6]=4)[N:4]=3)=[CH:31][CH:30]=2)=[O:38])[CH:22]=1)([CH3:20])([CH3:19])[CH3:18]. (2) Given the reactants [C:1]([Si:5]([CH3:25])([CH3:24])[O:6][CH:7]([C:9]([CH3:23])([CH:21]=[CH2:22])[C:10](N1[C@@H](C(C)C)COC1=O)=[O:11])[CH3:8])([CH3:4])([CH3:3])[CH3:2].[OH:26]O.O.[OH-].[Li+], predict the reaction product. The product is: [C:1]([Si:5]([CH3:25])([CH3:24])[O:6][CH:7]([C:9]([CH3:23])([CH:21]=[CH2:22])[C:10]([OH:11])=[O:26])[CH3:8])([CH3:2])([CH3:3])[CH3:4]. (3) Given the reactants Cl[C:2]1[C:7]([N+:8]([O-:10])=[O:9])=[C:6]([Cl:11])[N:5]=[CH:4][N:3]=1.[C:12]([O:16][C:17]([N:19]1[CH2:24][CH2:23][NH:22][CH2:21][CH2:20]1)=[O:18])([CH3:15])([CH3:14])[CH3:13].C(N(CC)CC)C.O, predict the reaction product. The product is: [C:12]([O:16][C:17]([N:19]1[CH2:24][CH2:23][N:22]([C:2]2[C:7]([N+:8]([O-:10])=[O:9])=[C:6]([Cl:11])[N:5]=[CH:4][N:3]=2)[CH2:21][CH2:20]1)=[O:18])([CH3:15])([CH3:13])[CH3:14]. (4) Given the reactants C(OC(=O)[NH:10][C:11]1[CH:16]=[C:15]([Br:17])[CH:14]=[C:13]([C:18]2[O:19][C:20]3[CH:26]=[CH:25][CH:24]=[CH:23][C:21]=3[N:22]=2)[CH:12]=1)C1C=CC=CC=1.B(F)(F)F.CCOCC.CSC, predict the reaction product. The product is: [O:19]1[C:20]2[CH:26]=[CH:25][CH:24]=[CH:23][C:21]=2[N:22]=[C:18]1[C:13]1[CH:12]=[C:11]([NH2:10])[CH:16]=[C:15]([Br:17])[CH:14]=1.